Dataset: Catalyst prediction with 721,799 reactions and 888 catalyst types from USPTO. Task: Predict which catalyst facilitates the given reaction. (1) Reactant: [CH3:1][N:2]([CH3:20])[CH:3]1[CH2:7][CH2:6][N:5]([C:8]2[O:9][C:10]3[CH:16]=[CH:15][C:14]([N+:17]([O-])=O)=[CH:13][C:11]=3[N:12]=2)[CH2:4]1. Product: [CH3:1][N:2]([CH3:20])[CH:3]1[CH2:7][CH2:6][N:5]([C:8]2[O:9][C:10]3[CH:16]=[CH:15][C:14]([NH2:17])=[CH:13][C:11]=3[N:12]=2)[CH2:4]1. The catalyst class is: 86. (2) Reactant: [C:1]1([C@H:11]([N:13]([CH2:21][C@@H:22]2[C@@H:26]([C:27]3[CH:32]=[CH:31][CH:30]=[CH:29][CH:28]=3)[CH2:25][N:24](C(=O)C(F)(F)F)[CH2:23]2)[C:14](=[O:20])[O:15][C:16]([CH3:19])([CH3:18])[CH3:17])[CH3:12])[C:10]2[C:5](=[CH:6][CH:7]=[CH:8][CH:9]=2)[CH:4]=[CH:3][CH:2]=1.[OH-].[Na+]. Product: [C:1]1([C@H:11]([N:13]([CH2:21][C@@H:22]2[C@@H:26]([C:27]3[CH:28]=[CH:29][CH:30]=[CH:31][CH:32]=3)[CH2:25][NH:24][CH2:23]2)[C:14](=[O:20])[O:15][C:16]([CH3:18])([CH3:19])[CH3:17])[CH3:12])[C:10]2[C:5](=[CH:6][CH:7]=[CH:8][CH:9]=2)[CH:4]=[CH:3][CH:2]=1. The catalyst class is: 36. (3) Reactant: CO[C:3]([CH:5]1[CH2:9][S:8][C:7]([C:10]2[CH:15]=[CH:14][C:13]([F:16])=[CH:12][CH:11]=2)=[N:6]1)=[O:4].[NH2:17][C:18]1[CH:19]=[CH:20][C:21]([C:28]#[N:29])=[C:22]([C:24]([F:27])([F:26])[F:25])[CH:23]=1.C([Mg]Cl)(C)C. Product: [C:28]([C:21]1[CH:20]=[CH:19][C:18]([NH:17][C:3]([CH:5]2[CH2:9][S:8][C:7]([C:10]3[CH:15]=[CH:14][C:13]([F:16])=[CH:12][CH:11]=3)=[N:6]2)=[O:4])=[CH:23][C:22]=1[C:24]([F:25])([F:26])[F:27])#[N:29]. The catalyst class is: 249. (4) Reactant: [CH2:1]1[CH2:6][CH2:5][N:4]([CH2:7][C:8]([OH:10])=O)[CH2:3][CH2:2]1.CN(C(ON1N=NC2C=CC=NC1=2)=[N+](C)C)C.F[P-](F)(F)(F)(F)F.[NH:35]1[C:43]2[C:38](=[C:39]([C:44]3[CH:45]=[C:46]([NH2:53])[C:47]4[CH:48]=[N:49][NH:50][C:51]=4[CH:52]=3)[CH:40]=[CH:41][CH:42]=2)[CH:37]=[CH:36]1.CCN(C(C)C)C(C)C. Product: [NH:35]1[C:43]2[C:38](=[C:39]([C:44]3[CH:52]=[C:51]4[C:47]([CH:48]=[N:49][NH:50]4)=[C:46]([NH:53][C:8](=[O:10])[CH2:7][N:4]4[CH2:3][CH2:2][CH2:1][CH2:6][CH2:5]4)[CH:45]=3)[CH:40]=[CH:41][CH:42]=2)[CH:37]=[CH:36]1. The catalyst class is: 3. (5) Reactant: [NH2:1][C:2](=[S:14])[CH2:3][C:4]1[CH:13]=[CH:12][C:7]([C:8]([O:10][CH3:11])=[O:9])=[CH:6][CH:5]=1.Br[CH2:16][C:17]([C:19]1[CH:24]=[CH:23][C:22]([Cl:25])=[C:21]([Cl:26])[CH:20]=1)=O. Product: [Cl:26][C:21]1[CH:20]=[C:19]([C:17]2[N:1]=[C:2]([CH2:3][C:4]3[CH:13]=[CH:12][C:7]([C:8]([O:10][CH3:11])=[O:9])=[CH:6][CH:5]=3)[S:14][CH:16]=2)[CH:24]=[CH:23][C:22]=1[Cl:25]. The catalyst class is: 8. (6) Reactant: [CH3:1][S:2]([N:5]1[CH2:10][CH2:9][CH2:8][CH:7]([CH:11]([O:19][CH2:20][CH2:21][CH2:22][O:23][CH3:24])[C:12]2[CH:17]=[CH:16][CH:15]=[CH:14][C:13]=2Br)[CH2:6]1)(=[O:4])=[O:3].C([O-])([O-])=O.[Cs+].[Cs+].[C:31]1(B(O)O)[CH:36]=[CH:35][CH:34]=[CH:33][CH:32]=1. Product: [C:13]1([C:31]2[CH:36]=[CH:35][CH:34]=[CH:33][CH:32]=2)[CH:14]=[CH:15][CH:16]=[CH:17][C:12]=1[CH:11]([O:19][CH2:20][CH2:21][CH2:22][O:23][CH3:24])[CH:7]1[CH2:8][CH2:9][CH2:10][N:5]([S:2]([CH3:1])(=[O:4])=[O:3])[CH2:6]1. The catalyst class is: 294. (7) Reactant: [CH3:1][O:2][C:3]1[CH:12]=[CH:11][C:6]2[C:7](=[O:10])[CH2:8][O:9][C:5]=2[C:4]=1[CH2:13][CH:14]1[CH2:19][CH2:18][N:17]([C:20]([O:22][C:23]([CH3:26])([CH3:25])[CH3:24])=[O:21])[CH2:16][CH2:15]1.[NH:27]1[C:35]2[C:30](=[CH:31][CH:32]=[CH:33][CH:34]=2)[C:29]([CH:36]=O)=[N:28]1.N1CCCCC1. Product: [NH:27]1[C:35]2[C:30](=[CH:31][CH:32]=[CH:33][CH:34]=2)[C:29](/[CH:36]=[C:8]2\[O:9][C:5]3[C:4]([CH2:13][CH:14]4[CH2:19][CH2:18][N:17]([C:20]([O:22][C:23]([CH3:26])([CH3:25])[CH3:24])=[O:21])[CH2:16][CH2:15]4)=[C:3]([O:2][CH3:1])[CH:12]=[CH:11][C:6]=3[C:7]\2=[O:10])=[N:28]1. The catalyst class is: 5. (8) Reactant: [CH3:1][CH2:2][CH2:3][CH2:4][C:5]1[N:9]([CH2:10][C:11]2[CH:12]=[CH:13][C:14]([C:17]([OH:19])=[O:18])=[CH:15][CH:16]=2)[C:8](/[CH:20]=[C:21](/[C:28]([OH:30])=[O:29])\[CH2:22][C:23]2[S:27][CH:26]=[CH:25][CH:24]=2)=[CH:7][N:6]=1.[CH3:31][S:32]([OH:35])(=[O:34])=[O:33]. Product: [CH3:1][CH2:2][CH2:3][CH2:4][C:5]1[N:9]([CH2:10][C:11]2[CH:12]=[CH:13][C:14]([C:17]([OH:19])=[O:18])=[CH:15][CH:16]=2)[C:8](/[CH:20]=[C:21](/[C:28]([OH:30])=[O:29])\[CH2:22][C:23]2[S:27][CH:26]=[CH:25][CH:24]=2)=[CH:7][N:6]=1.[CH3:31][S:32]([OH:35])(=[O:34])=[O:33]. The catalyst class is: 32. (9) Reactant: C([N:8]1[CH2:13][CH2:12][N:11]([C:14]2[CH:19]=[CH:18][CH:17]=[CH:16][CH:15]=2)[C:10](=[O:20])[CH2:9]1)C1C=CC=CC=1. Product: [C:14]1([N:11]2[CH2:12][CH2:13][NH:8][CH2:9][C:10]2=[O:20])[CH:15]=[CH:16][CH:17]=[CH:18][CH:19]=1. The catalyst class is: 331.